This data is from Full USPTO retrosynthesis dataset with 1.9M reactions from patents (1976-2016). The task is: Predict the reactants needed to synthesize the given product. (1) Given the product [F:18][C:17]1[C:12]2[N:13]([C:9]([C:4]3[CH:5]=[CH:6][C:7]([F:8])=[C:2]([C:27]4[CH:28]=[CH:29][CH:30]=[CH:31][C:26]=4[O:25][C:24]([F:23])([F:36])[F:35])[CH:3]=3)=[CH:10][N:11]=2)[CH:14]=[CH:15][C:16]=1[C:19]([OH:22])([CH3:21])[CH3:20], predict the reactants needed to synthesize it. The reactants are: Cl[C:2]1[CH:3]=[C:4]([C:9]2[N:13]3[CH:14]=[CH:15][C:16]([C:19]([OH:22])([CH3:21])[CH3:20])=[C:17]([F:18])[C:12]3=[N:11][CH:10]=2)[CH:5]=[CH:6][C:7]=1[F:8].[F:23][C:24]([F:36])([F:35])[O:25][C:26]1[CH:31]=[CH:30][CH:29]=[CH:28][C:27]=1B(O)O. (2) The reactants are: C(N(CC)CC)C.[CH3:8][N:9]=[C:10]=[O:11].[ClH:12].Cl.[NH2:14][CH2:15][C:16]1[CH:21]=[CH:20][CH:19]=[CH:18][C:17]=1[C:22]1[C:30]2[S:29][C:28]([C:31]([NH:33][C@@H:34]3[CH:39]4[CH2:40][CH2:41][N:36]([CH2:37][CH2:38]4)[CH2:35]3)=[O:32])=[CH:27][C:26]=2[CH:25]=[CH:24][CH:23]=1.C1COCC1. Given the product [ClH:12].[N:36]12[CH2:37][CH2:38][CH:39]([CH2:40][CH2:41]1)[C@@H:34]([NH:33][C:31]([C:28]1[S:29][C:30]3[C:22]([C:17]4[CH:18]=[CH:19][CH:20]=[CH:21][C:16]=4[CH2:15][NH:14][C:10]([NH:9][CH3:8])=[O:11])=[CH:23][CH:24]=[CH:25][C:26]=3[CH:27]=1)=[O:32])[CH2:35]2, predict the reactants needed to synthesize it. (3) Given the product [CH2:11]([O:10][C:8](=[O:9])[CH2:7][CH2:6][CH:2]([Br:18])[C:3]([OH:5])=[O:4])[C:12]1[CH:17]=[CH:16][CH:15]=[CH:14][CH:13]=1, predict the reactants needed to synthesize it. The reactants are: N[CH:2]([CH2:6][CH2:7][C:8]([O:10][CH2:11][C:12]1[CH:17]=[CH:16][CH:15]=[CH:14][CH:13]=1)=[O:9])[C:3]([OH:5])=[O:4].[Br-:18].[K+].C(OC(CCC=O)C(O)=O)C1C=CC=CC=1. (4) Given the product [CH:1]1([CH2:4][N:5]2[CH2:6][CH2:7][CH:8]([C:11]([N:13]3[CH2:14][CH:15]([C:20]4[CH:25]=[CH:24][C:23]([Cl:26])=[C:22]([Cl:27])[CH:21]=4)[CH:16]([N:18]([CH3:19])[C:37](=[O:39])[CH2:36][C:31]4[CH:32]=[CH:33][C:34]([F:35])=[C:29]([F:28])[CH:30]=4)[CH2:17]3)=[O:12])[CH2:9][CH2:10]2)[CH2:3][CH2:2]1, predict the reactants needed to synthesize it. The reactants are: [CH:1]1([CH2:4][N:5]2[CH2:10][CH2:9][CH:8]([C:11]([N:13]3[CH2:17][CH:16]([NH:18][CH3:19])[CH:15]([C:20]4[CH:25]=[CH:24][C:23]([Cl:26])=[C:22]([Cl:27])[CH:21]=4)[CH2:14]3)=[O:12])[CH2:7][CH2:6]2)[CH2:3][CH2:2]1.[F:28][C:29]1[CH:30]=[C:31]([CH2:36][C:37]([OH:39])=O)[CH:32]=[CH:33][C:34]=1[F:35]. (5) Given the product [CH3:15][C:12]1([CH3:14])[C:11]([CH3:16])([CH3:17])[O:10][B:9]([C:25]2[CH:49]=[CH:48][C:28]([O:29][CH2:30][C:31]3[CH:43]=[CH:42][C:41]([C:44]([F:46])([F:47])[F:45])=[CH:40][C:32]=3[C:33]([O:35][C:36]([CH3:39])([CH3:38])[CH3:37])=[O:34])=[CH:27][CH:26]=2)[O:13]1, predict the reactants needed to synthesize it. The reactants are: [CH3:16][C:11]1([CH3:17])[C:12]([CH3:15])([CH3:14])[O:13][B:9]([B:9]2[O:13][C:12]([CH3:15])([CH3:14])[C:11]([CH3:17])([CH3:16])[O:10]2)[O:10]1.C([O-])(=O)C.[K+].I[C:25]1[CH:49]=[CH:48][C:28]([O:29][CH2:30][C:31]2[CH:43]=[CH:42][C:41]([C:44]([F:47])([F:46])[F:45])=[CH:40][C:32]=2[C:33]([O:35][C:36]([CH3:39])([CH3:38])[CH3:37])=[O:34])=[CH:27][CH:26]=1.O. (6) Given the product [OH:27][CH2:26][CH:25]([C:22]1[CH:21]=[CH:20][C:19]([N:18]([CH2:44][CH:45]([CH3:47])[CH3:46])[S:15]([C:12]2[CH:13]=[CH:14][C:9]([CH2:8][O:7][C:6]3[C:2]([CH3:1])=[N:3][O:4][C:5]=3[CH3:48])=[CH:10][CH:11]=2)(=[O:17])=[O:16])=[CH:24][CH:23]=1)[CH2:35][OH:36], predict the reactants needed to synthesize it. The reactants are: [CH3:1][C:2]1[C:6]([O:7][CH2:8][C:9]2[CH:14]=[CH:13][C:12]([S:15]([N:18]([CH2:44][CH:45]([CH3:47])[CH3:46])[C:19]3[CH:24]=[CH:23][C:22]([CH:25]([CH2:35][O:36][Si](C)(C)C(C)(C)C)[CH2:26][O:27][Si](C)(C)C(C)(C)C)=[CH:21][CH:20]=3)(=[O:17])=[O:16])=[CH:11][CH:10]=2)=[C:5]([CH3:48])[O:4][N:3]=1.CCCC[N+](CCCC)(CCCC)CCCC.[F-]. (7) Given the product [N:9]1([CH:15]([CH3:20])[CH2:16][OH:17])[CH2:14][CH2:13][O:12][CH2:11][CH2:10]1, predict the reactants needed to synthesize it. The reactants are: [H-].[H-].[H-].[H-].[Li+].[Al+3].N#N.[N:9]1([CH:15]([CH3:20])[C:16](OC)=[O:17])[CH2:14][CH2:13][O:12][CH2:11][CH2:10]1.[OH-].[Na+].